From a dataset of Reaction yield outcomes from USPTO patents with 853,638 reactions. Predict the reaction yield, written as a fraction of the theoretical maximum amount of product (1.0 means a 100% yield; for example, 0.34 means a 34% yield). The reactants are [NH2:1][C:2]1[N:7]=[CH:6][C:5]([N+:8]([O-:10])=[O:9])=[CH:4][N:3]=1.[C:11](OC(=O)C)(=[O:13])[CH3:12]. No catalyst specified. The product is [N+:8]([C:5]1[CH:4]=[N:3][C:2]([NH:1][C:11](=[O:13])[CH3:12])=[N:7][CH:6]=1)([O-:10])=[O:9]. The yield is 0.580.